From a dataset of Drug-target binding data from BindingDB using IC50 measurements. Regression. Given a target protein amino acid sequence and a drug SMILES string, predict the binding affinity score between them. We predict pIC50 (pIC50 = -log10(IC50 in M); higher means more potent). Dataset: bindingdb_ic50. (1) The target protein (P56450) has sequence MNSTHHHGMYTSLHLWNRSSYGLHGNASESLGKGHPDGGCYEQLFVSPEVFVTLGVISLLENILVIVAIAKNKNLHSPMYFFICSLAVADMLVSVSNGSETIVITLLNSTDTDAQSFTVNIDNVIDSVICSSLLASICSLLSIAVDRYFTIFYALQYHNIMTVRRVGIIISCIWAACTVSGVLFIIYSDSSAVIICLISMFFTMLVLMASLYVHMFLMARLHIKRIAVLPGTGTIRQGTNMKGAITLTILIGVFVVCWAPFFLHLLFYISCPQNPYCVCFMSHFNLYLILIMCNAVIDPLIYALRSQELRKTFKEIICFYPLGGICELSSRY. The small molecule is CC(=O)NN[C@H]1CSSSSC[C@@H]2NC(=O)[C@@H]3CSSSSC[C@@H](C(=O)N[C@@H](CCCN=C(N)N)C(=O)C(N)=O)NC(=O)[C@H](Cc4ccc(O)cc4)NC(=O)[C@@H]4CSSSSC[C@H](NC(=O)[C@H](Cc5ccc(O)cc5)NC(=O)[C@H](CSSSSC[C@H](NC(=O)[C@H](CO)NC(=O)[C@H](CCC(=O)O)NC(=O)[C@H](Cc5c[nH]cn5)NC(=O)[C@H](CC(C)C)NC(=O)[C@H](CCCN=C(N)N)NC(=O)[C@H](C(C)C)NC1=O)C(=O)N[C@@H](CC(C)C)C(=O)NCC(=O)N[C@@H](CCC(N)=O)C(=O)N[C@@H](CCC(N)=O)C(=O)N[C@@H](C(C)C)C(=O)N1CCC[C@H]1C(=O)N3)NC(=O)[C@H]([C@@H](C)O)NC(=O)[C@H](C)NC(=O)[C@H](C)NC(=O)[C@@H]1CCCN1C(=O)[C@H](CC(=O)O)NC2=O)C(=O)N[C@@H](Cc1c[nH]cn1)C(=O)NN(Cc1ccccc1)C(=O)N[C@@H](CCCN=C(N)N)C(=O)N[C@@H](Cc1c[nH]c2ccccc12)C(=O)N[C@@H](CC(N)=O)C(=O)N[C@@H](C)C(=O)N[C@@H](Cc1ccccc1)C(=O)N4. The pIC50 is 8.3. (2) The compound is FC(F)(F)c1ccnc(Nc2cccc(-c3ccnc(N4CCNCC4)c3)n2)c1. The target protein (Q15046) has sequence MAAVQAAEVKVDGSEPKLSKNELKRRLKAEKKVAEKEAKQKELSEKQLSQATAAATNHTTDNGVGPEEESVDPNQYYKIRSQAIHQLKVNGEDPYPHKFHVDISLTDFIQKYSHLQPGDHLTDITLKVAGRIHAKRASGGKLIFYDLRGEGVKLQVMANSRNYKSEEEFIHINNKLRRGDIIGVQGNPGKTKKGELSIIPYEITLLSPCLHMLPHLHFGLKDKETRYRQRYLDLILNDFVRQKFIIRSKIITYIRSFLDELGFLEIETPMMNIIPGGAVAKPFITYHNELDMNLYMRIAPELYHKMLVVGGIDRVYEIGRQFRNEGIDLTHNPEFTTCEFYMAYADYHDLMEITEKMVSGMVKHITGSYKVTYHPDGPEGQAYDVDFTPPFRRINMVEELEKALGMKLPETNLFETEETRKILDDICVAKAVECPPPRTTARLLDKLVGEFLEVTCINPTFICDHPQIMSPLAKWHRSKEGLTERFELFVMKKEICNAYT.... The pIC50 is 8.7. (3) The small molecule is CCOc1cc(F)ccc1-c1nc(Nc2cc(F)cc(CS(C)(=N)=O)c2)ncc1F. The target protein (P50750) has sequence MAKQYDSVECPFCDEVSKYEKLAKIGQGTFGEVFKARHRKTGQKVALKKVLMENEKEGFPITALREIKILQLLKHENVVNLIEICRTKASPYNRCKGSIYLVFDFCEHDLAGLLSNVLVKFTLSEIKRVMQMLLNGLYYIHRNKILHRDMKAANVLITRDGVLKLADFGLARAFSLAKNSQPNRYTNRVVTLWYRPPELLLGERDYGPPIDLWGAGCIMAEMWTRSPIMQGNTEQHQLALISQLCGSITPEVWPNVDNYELYEKLELVKGQKRKVKDRLKAYVRDPYALDLIDKLLVLDPAQRIDSDDALNHDFFWSDPMPSDLKGMLSTHLTSMFEYLAPPRRKGSQITQQSTNQSRNPATTNQTEFERVF. The pIC50 is 7.5.